Dataset: Full USPTO retrosynthesis dataset with 1.9M reactions from patents (1976-2016). Task: Predict the reactants needed to synthesize the given product. (1) The reactants are: [CH2:1]([O:3][C:4](=[O:24])[CH2:5][CH:6]1[O:10][B:9]([OH:11])[C:8]2[CH:12]=[C:13]([O:17][C:18]3[CH:23]=[N:22][CH:21]=[CH:20][N:19]=3)[CH:14]=[C:15]([OH:16])[C:7]1=2)[CH3:2].[C:25]([O:29][C:30](=[O:36])[NH:31][CH2:32][CH2:33][CH2:34]Br)([CH3:28])([CH3:27])[CH3:26].C(=O)([O-])[O-].[K+].[K+]. Given the product [CH2:1]([O:3][C:4](=[O:24])[CH2:5][CH:6]1[O:10][B:9]([OH:11])[C:8]2[CH:12]=[C:13]([O:17][C:18]3[CH:23]=[N:22][CH:21]=[CH:20][N:19]=3)[CH:14]=[C:15]([O:16][CH2:34][CH2:33][CH2:32][NH:31][C:30]([O:29][C:25]([CH3:26])([CH3:28])[CH3:27])=[O:36])[C:7]1=2)[CH3:2], predict the reactants needed to synthesize it. (2) Given the product [BrH:1].[CH3:15][C:2]1[S:21][C:17]2=[N:16][CH2:20][CH2:19][N:18]2[C:3]=1[C:5]1[S:9][C:8]2[CH:10]=[CH:11][CH:12]=[C:13]([CH3:14])[C:7]=2[CH:6]=1, predict the reactants needed to synthesize it. The reactants are: [Br:1][CH:2]([CH3:15])[C:3]([C:5]1[S:9][C:8]2[CH:10]=[CH:11][CH:12]=[C:13]([CH3:14])[C:7]=2[CH:6]=1)=O.[NH:16]1[CH2:20][CH2:19][NH:18][C:17]1=[S:21].C(O)(=O)C. (3) Given the product [C:1]([N:4]1[CH2:9][CH2:8][CH:7]([N:10]([CH:22]2[CH2:23][CH2:24][CH2:25][CH2:26][CH2:27]2)[C:11]([NH:13][C:14]2[S:15][C:16]([S:19][CH2:37][CH2:38][N:39]3[CH2:44][CH2:43][O:42][CH2:41][CH2:40]3)=[CH:17][N:18]=2)=[O:12])[CH2:6][CH2:5]1)(=[O:3])[CH3:2], predict the reactants needed to synthesize it. The reactants are: [C:1]([N:4]1[CH2:9][CH2:8][CH:7]([N:10]([CH:22]2[CH2:27][CH2:26][CH2:25][CH2:24][CH2:23]2)[C:11]([NH:13][C:14]2[S:15][C:16]([S:19]C#N)=[CH:17][N:18]=2)=[O:12])[CH2:6][CH2:5]1)(=[O:3])[CH3:2].SC[C@@H]([C@@H](CS)O)O.Cl[CH2:37][CH2:38][N:39]1[CH2:44][CH2:43][O:42][CH2:41][CH2:40]1. (4) Given the product [F:34][C:31]1[CH:32]=[CH:33][C:28]([C@H:27]2[CH2:26][O:25][CH2:24][C@H:23]2[NH2:20])=[CH:29][CH:30]=1, predict the reactants needed to synthesize it. The reactants are: C1(P(C2C=CC=CC=2)C2C=CC=CC=2)C=CC=CC=1.[N:20]([C@H:23]1[C@@H:27]([C:28]2[CH:33]=[CH:32][C:31]([F:34])=[CH:30][CH:29]=2)[CH2:26][O:25][CH2:24]1)=[N+]=[N-].N.Cl. (5) Given the product [CH3:19][C:18]1[CH:17]=[CH:16][N:15]=[CH:14][C:13]=1[N:2]1[CH2:3][CH2:4][C:5]2[C:10](=[CH:9][CH:8]=[CH:7][CH:6]=2)[C:1]1=[O:11], predict the reactants needed to synthesize it. The reactants are: [C:1]1(=[O:11])[C:10]2[C:5](=[CH:6][CH:7]=[CH:8][CH:9]=2)[CH2:4][CH2:3][NH:2]1.I[C:13]1[CH:14]=[N:15][CH:16]=[CH:17][C:18]=1[CH3:19].P([O-])([O-])([O-])=O.[K+].[K+].[K+].